This data is from Reaction yield outcomes from USPTO patents with 853,638 reactions. The task is: Predict the reaction yield, written as a fraction of the theoretical maximum amount of product (1.0 means a 100% yield; for example, 0.34 means a 34% yield). (1) The reactants are [F:1][C:2]1[C:7]([C:8]2[CH:13]=[CH:12][CH:11]=[C:10]([CH3:14])[CH:9]=2)=[C:6]([CH:15]([O:29][CH2:30][CH2:31]OS(C)(=O)=O)[C@@H:16]2[CH2:21][CH2:20][CH2:19][N:18]([C:22]([O:24][C:25]([CH3:28])([CH3:27])[CH3:26])=[O:23])[CH2:17]2)[CH:5]=[CH:4][CH:3]=1.[N-:37]=[N+:38]=[N-:39].[Na+]. The catalyst is CN(C=O)C.CCOC(C)=O.O. The product is [N:37]([CH2:31][CH2:30][O:29][CH:15]([C:6]1[CH:5]=[CH:4][CH:3]=[C:2]([F:1])[C:7]=1[C:8]1[CH:13]=[CH:12][CH:11]=[C:10]([CH3:14])[CH:9]=1)[C@@H:16]1[CH2:21][CH2:20][CH2:19][N:18]([C:22]([O:24][C:25]([CH3:28])([CH3:26])[CH3:27])=[O:23])[CH2:17]1)=[N+:38]=[N-:39]. The yield is 0.900. (2) The reactants are [N+:1]([C:4]1[CH:10]=[C:9]([N+:11]([O-:13])=[O:12])[CH:8]=[C:7](Br)[C:5]=1[NH2:6])([O-:3])=[O:2]. The catalyst is CN(C=O)C. The product is [N+:1]([C:4]1[CH:10]=[C:9]([N+:11]([O-:13])=[O:12])[CH:8]=[C:7]([C:4]2[CH:10]=[CH:9][CH:8]=[CH:7][CH:5]=2)[C:5]=1[NH2:6])([O-:3])=[O:2]. The yield is 0.410. (3) The reactants are [C:1]([C:4]1[C:5]([O:18][CH2:19][CH3:20])=[C:6]([CH:12]2[CH2:16][NH:15][C:14](=[O:17])[CH2:13]2)[C:7](F)=[C:8]([Cl:10])[CH:9]=1)(=[O:3])[CH3:2].[C-:21]#[N:22].[Na+].O. The catalyst is CS(C)=O. The product is [C:1]([C:4]1[CH:9]=[C:8]([Cl:10])[C:7]([C:21]#[N:22])=[C:6]([CH:12]2[CH2:13][C:14](=[O:17])[NH:15][CH2:16]2)[C:5]=1[O:18][CH2:19][CH3:20])(=[O:3])[CH3:2]. The yield is 0.710.